From a dataset of Catalyst prediction with 721,799 reactions and 888 catalyst types from USPTO. Predict which catalyst facilitates the given reaction. (1) Reactant: [CH3:1][O:2][C:3]1[CH:8]=[CH:7][C:6]([N:9]([CH3:17])[CH2:10][CH:11]2[CH2:16][CH2:15][O:14][CH2:13][CH2:12]2)=[CH:5][C:4]=1[N+:18]([O-])=O. Product: [CH3:1][O:2][C:3]1[CH:8]=[CH:7][C:6]([N:9]([CH3:17])[CH2:10][CH:11]2[CH2:12][CH2:13][O:14][CH2:15][CH2:16]2)=[CH:5][C:4]=1[NH2:18]. The catalyst class is: 19. (2) The catalyst class is: 98. Product: [N:2]1[CH:7]=[CH:6][CH:5]=[CH:4][C:3]=1[N:8]([CH2:32][CH2:33][C:34]([O:36][CH2:37][CH3:38])=[O:35])[C:9]([C:11]1[CH:31]=[CH:30][C:14]2[N:15]([CH3:29])[C:16]([CH2:18][CH2:19][C:20]3[CH:25]=[CH:24][C:23]([C:26](=[NH:27])[NH:28][C:39](=[O:46])[C:40]4[CH:45]=[CH:44][CH:43]=[N:42][CH:41]=4)=[CH:22][CH:21]=3)=[N:17][C:13]=2[CH:12]=1)=[O:10]. Reactant: Cl.[N:2]1[CH:7]=[CH:6][CH:5]=[CH:4][C:3]=1[N:8]([CH2:32][CH2:33][C:34]([O:36][CH2:37][CH3:38])=[O:35])[C:9]([C:11]1[CH:31]=[CH:30][C:14]2[N:15]([CH3:29])[C:16]([CH2:18][CH2:19][C:20]3[CH:25]=[CH:24][C:23]([C:26](=[NH:28])[NH2:27])=[CH:22][CH:21]=3)=[N:17][C:13]=2[CH:12]=1)=[O:10].[C:39](Cl)(=[O:46])[C:40]1[CH:45]=[CH:44][CH:43]=[N:42][CH:41]=1. (3) Reactant: Br[C:2]1[C:7]([C:8]#[N:9])=[CH:6][C:5]([CH2:10][CH2:11][CH3:12])=[CH:4][C:3]=1[C:13]1[CH:18]=[CH:17][C:16]([OH:19])=[C:15]([F:20])[CH:14]=1.[CH3:21][C:22]1[C:26](B(O)O)=[C:25]([CH3:30])[O:24][N:23]=1.CC(OC1C=CC=C(OC(C)C)C=1C1C(P(C2CCCCC2)C2CCCCC2)=CC=CC=1)C.C([O-])([O-])=O.[K+].[K+]. Product: [CH3:21][C:22]1[C:26]([C:2]2[C:7]([C:8]#[N:9])=[CH:6][C:5]([CH2:10][CH2:11][CH3:12])=[CH:4][C:3]=2[C:13]2[CH:18]=[CH:17][C:16]([OH:19])=[C:15]([F:20])[CH:14]=2)=[C:25]([CH3:30])[O:24][N:23]=1. The catalyst class is: 874. (4) Reactant: [C:1]([CH2:4][CH2:5][O:6][CH2:7][CH2:8][O:9][CH2:10][CH2:11][NH:12][C:13]1[CH:18]=[CH:17][CH:16]=[CH:15][C:14]=1[S:19]([NH:22][C:23]([C@@:25]1([NH:30][C:31]([C@H:33]2[NH:37][CH2:36][C@H:35]([O:38][C:39]([N:41]3[CH2:49][C:48]4[C:43](=[CH:44][CH:45]=[CH:46][C:47]=4[F:50])[CH2:42]3)=[O:40])[CH2:34]2)=[O:32])[CH2:27][C@H:26]1[CH:28]=[CH2:29])=[O:24])(=[O:21])=[O:20])(O)=[O:2].[CH3:51]CN(C(C)C)C(C)C.C[N:61]([C:63]([O:67]N1N=NC2C=CC=NC1=2)=[N+](C)C)C.F[P-](F)(F)(F)(F)F. Product: [C:63](=[N:61][C@:26]1([CH:25]2[NH:30][C:31](=[O:32])[C@H:33]3[N:37]([CH2:36][C@H:35]([O:38][C:39]([N:41]4[CH2:49][C:48]5[C:43](=[CH:44][CH:45]=[CH:46][C:47]=5[F:50])[CH2:42]4)=[O:40])[CH2:34]3)[C:1](=[O:2])[CH2:4][CH2:5][O:6][CH2:7][CH2:8][O:9][CH2:10][CH2:11][NH:12][C:13]3[C:14](=[CH:15][CH:16]=[CH:17][CH:18]=3)[S:19](=[O:20])(=[O:21])[NH:22][C:23]2=[O:24])[CH2:27][C@H:28]1[CH:29]=[CH2:51])=[O:67]. The catalyst class is: 59. (5) The catalyst class is: 132. Product: [Cl:16][C:13]1[CH:14]=[CH:15][C:6]([O:5][CH2:4][C:3]([OH:31])=[O:2])=[C:7]2[C:12]=1[N:11]=[C:10]([CH2:17][CH3:18])[C:9]([CH2:19][C:20]1[CH:21]=[CH:22][C:23]([F:26])=[CH:24][CH:25]=1)=[C:8]2[O:27][CH:28]([F:30])[F:29]. Reactant: C[O:2][C:3](=[O:31])[CH2:4][O:5][C:6]1[CH:15]=[CH:14][C:13]([Cl:16])=[C:12]2[C:7]=1[C:8]([O:27][CH:28]([F:30])[F:29])=[C:9]([CH2:19][C:20]1[CH:25]=[CH:24][C:23]([F:26])=[CH:22][CH:21]=1)[C:10]([CH2:17][CH3:18])=[N:11]2.CO.[OH-].[Li+].Cl. (6) Reactant: [CH2:1](Br)[C:2]1[CH:7]=[CH:6][CH:5]=[CH:4][CH:3]=1.[CH2:9]([N:16]1[C:20]2[N:21]=[C:22]([Cl:28])[CH:23]=[C:24]([C:25]([OH:27])=[O:26])[C:19]=2[CH:18]=[N:17]1)[C:10]1[CH:15]=[CH:14][CH:13]=[CH:12][CH:11]=1.C(=O)([O-])[O-].[K+].[K+]. Product: [CH2:9]([N:16]1[C:20]2[N:21]=[C:22]([Cl:28])[CH:23]=[C:24]([C:25]([O:27][CH2:1][C:2]3[CH:7]=[CH:6][CH:5]=[CH:4][CH:3]=3)=[O:26])[C:19]=2[CH:18]=[N:17]1)[C:10]1[CH:11]=[CH:12][CH:13]=[CH:14][CH:15]=1. The catalyst class is: 3. (7) Reactant: [C:1]([NH:9][C:10]1[C:11]([F:20])=[C:12]([CH:17]=[CH:18][CH:19]=1)[C:13]([O:15][CH3:16])=[O:14])(=[O:8])[C:2]1[CH:7]=[CH:6][CH:5]=[CH:4][CH:3]=1.S(OC)(O[CH3:25])(=O)=O.[OH-].[K+]. Product: [F:20][C:11]1[C:10]([N:9]([CH3:25])[C:1](=[O:8])[C:2]2[CH:3]=[CH:4][CH:5]=[CH:6][CH:7]=2)=[CH:19][CH:18]=[CH:17][C:12]=1[C:13]([O:15][CH3:16])=[O:14]. The catalyst class is: 10.